This data is from Forward reaction prediction with 1.9M reactions from USPTO patents (1976-2016). The task is: Predict the product of the given reaction. (1) Given the reactants C(O[C:9]1[C:14](I)=[CH:13][CH:12]=[CH:11][C:10]=1[C:16]([F:19])([F:18])[F:17])C1C=CC=CC=1.[CH:20]([Mg]Cl)([CH3:22])[CH3:21].C(OCC)C.[B:30]([O:35]C)([O:33]C)OC.Cl.[O:38]1[CH2:42][CH2:41][CH2:40][CH2:39]1, predict the reaction product. The product is: [CH2:42]([O:38][C:13]1[CH:14]=[CH:9][C:10]([C:16]([F:17])([F:19])[F:18])=[CH:11][C:12]=1[B:30]([OH:33])[OH:35])[C:41]1[CH:22]=[CH:20][CH:21]=[CH:39][CH:40]=1. (2) Given the reactants [C:1]12([CH2:11][O:12][C:13]3[C:21]([I:22])=[CH:20][C:16]([C:17]([OH:19])=O)=[C:15]([F:23])[CH:14]=3)[CH2:10][CH:5]3[CH2:6][CH:7]([CH2:9][CH:3]([CH2:4]3)[CH2:2]1)[CH2:8]2.C(N1C=CN=C1)(N1C=CN=C1)=O.[N:36]1([S:40]([NH2:43])(=[O:42])=[O:41])[CH2:39][CH2:38][CH2:37]1.N12CCCN=C1CCCCC2.Cl, predict the reaction product. The product is: [C:1]12([CH2:11][O:12][C:13]3[C:21]([I:22])=[CH:20][C:16]([C:17]([NH:43][S:40]([N:36]4[CH2:39][CH2:38][CH2:37]4)(=[O:42])=[O:41])=[O:19])=[C:15]([F:23])[CH:14]=3)[CH2:2][CH:3]3[CH2:4][CH:5]([CH2:6][CH:7]([CH2:9]3)[CH2:8]1)[CH2:10]2. (3) Given the reactants [NH2:1][C:2]1[CH:7]=[CH:6][C:5]([N:8]2[C:14](=[O:15])[CH2:13][C:12](=[O:16])[NH:11][C:10]3[C:17]4[C:22]([CH:23]=[CH:24][C:9]2=3)=[CH:21][CH:20]=[CH:19][CH:18]=4)=[CH:4][CH:3]=1.[N:25]1[CH:30]=[CH:29][CH:28]=[CH:27][C:26]=1[O:31][CH2:32][C:33](O)=[O:34].CN(C(ON1N=NC2C=CC=NC1=2)=[N+](C)C)C.F[P-](F)(F)(F)(F)F.C(N(CC)CC)C, predict the reaction product. The product is: [N:25]1[CH:30]=[CH:29][CH:28]=[CH:27][C:26]=1[O:31][CH2:32][C:33]([NH:1][C:2]1[CH:7]=[CH:6][C:5]([N:8]2[C:14](=[O:15])[CH2:13][C:12](=[O:16])[NH:11][C:10]3[C:17]4[C:22]([CH:23]=[CH:24][C:9]2=3)=[CH:21][CH:20]=[CH:19][CH:18]=4)=[CH:4][CH:3]=1)=[O:34].